Task: Predict the reaction yield, written as a fraction of the theoretical maximum amount of product (1.0 means a 100% yield; for example, 0.34 means a 34% yield).. Dataset: Reaction yield outcomes from USPTO patents with 853,638 reactions (1) The reactants are [C:1]([NH2:10])(=[O:9])[C:2]1[C:3](=[CH:5][CH:6]=[CH:7][CH:8]=1)[OH:4].[CH2:11]([O:13][CH:14]([CH2:19][C:20]1[CH:25]=[CH:24][C:23]([O:26][CH2:27][CH:28](OCC)OCC)=[CH:22][CH:21]=1)[C:15]([O:17][CH3:18])=[O:16])[CH3:12]. The catalyst is C(Cl)(Cl)Cl. The product is [CH2:11]([O:13][CH:14]([CH2:19][C:20]1[CH:25]=[CH:24][C:23]([O:26][CH2:27][CH:28]2[NH:10][C:1](=[O:9])[C:2]3[CH:8]=[CH:7][CH:6]=[CH:5][C:3]=3[O:4]2)=[CH:22][CH:21]=1)[C:15]([O:17][CH3:18])=[O:16])[CH3:12]. The yield is 0.720. (2) The reactants are [CH3:1][C:2]1[C:7]([O:8][CH2:9][C:10]([F:13])([F:12])[F:11])=[CH:6][N:5]=[C:4]([CH:14]=O)[CH:3]=1.[CH3:16][C:17]([S@:20]([NH2:22])=[O:21])([CH3:19])[CH3:18].O.CCOC(C)=O. The catalyst is C1COCC1.[O-]CC.[O-]CC.[O-]CC.[O-]CC.[Ti+4]. The product is [CH3:16][C:17]([S@:20](/[N:22]=[CH:14]/[C:4]1[CH:3]=[C:2]([CH3:1])[C:7]([O:8][CH2:9][C:10]([F:13])([F:12])[F:11])=[CH:6][N:5]=1)=[O:21])([CH3:19])[CH3:18]. The yield is 0.480. (3) The reactants are [N+:1]([C:4]1[CH:12]=[CH:11][C:7]([C:8]([OH:10])=O)=[CH:6][CH:5]=1)([O-:3])=[O:2].CCN=C=NCCCN(C)C.Cl.C1C=CC2N(O)N=NC=2C=1.[C:35]([N:42]1[CH2:47][CH2:46][NH:45][CH2:44][CH2:43]1)([O:37][C:38]([CH3:41])([CH3:40])[CH3:39])=[O:36].CCN(CC)CC. The catalyst is C(Cl)Cl. The product is [N+:1]([C:4]1[CH:5]=[CH:6][C:7]([C:8]([N:45]2[CH2:44][CH2:43][N:42]([C:35]([O:37][C:38]([CH3:41])([CH3:40])[CH3:39])=[O:36])[CH2:47][CH2:46]2)=[O:10])=[CH:11][CH:12]=1)([O-:3])=[O:2]. The yield is 0.600. (4) The reactants are [NH2:1][C:2]1[CH:3]=[CH:4][C:5]([C:8]([CH3:19])([C:14]([O:16][CH2:17][CH3:18])=[O:15])[C:9]([O:11][CH2:12][CH3:13])=[O:10])=[N:6][CH:7]=1.[Br-:20].[Na+].OOS([O-])=O.[K+]. The catalyst is O.CC(C)=O. The product is [NH2:1][C:2]1[CH:3]=[CH:4][C:5]([C:8]([CH3:19])([C:9]([O:11][CH2:12][CH3:13])=[O:10])[C:14]([O:16][CH2:17][CH3:18])=[O:15])=[N:6][C:7]=1[Br:20]. The yield is 0.410.